This data is from NCI-60 drug combinations with 297,098 pairs across 59 cell lines. The task is: Regression. Given two drug SMILES strings and cell line genomic features, predict the synergy score measuring deviation from expected non-interaction effect. (1) Drug 1: COC1=CC(=CC(=C1O)OC)C2C3C(COC3=O)C(C4=CC5=C(C=C24)OCO5)OC6C(C(C7C(O6)COC(O7)C8=CC=CS8)O)O. Drug 2: CS(=O)(=O)OCCCCOS(=O)(=O)C. Cell line: RPMI-8226. Synergy scores: CSS=65.1, Synergy_ZIP=12.8, Synergy_Bliss=14.1, Synergy_Loewe=-16.0, Synergy_HSA=13.1. (2) Drug 1: CC1CCC2CC(C(=CC=CC=CC(CC(C(=O)C(C(C(=CC(C(=O)CC(OC(=O)C3CCCCN3C(=O)C(=O)C1(O2)O)C(C)CC4CCC(C(C4)OC)O)C)C)O)OC)C)C)C)OC. Drug 2: CN(CCCl)CCCl.Cl. Cell line: K-562. Synergy scores: CSS=41.8, Synergy_ZIP=-5.71, Synergy_Bliss=2.32, Synergy_Loewe=-8.99, Synergy_HSA=-1.40. (3) Drug 1: CC1=C2C(C(=O)C3(C(CC4C(C3C(C(C2(C)C)(CC1OC(=O)C(C(C5=CC=CC=C5)NC(=O)OC(C)(C)C)O)O)OC(=O)C6=CC=CC=C6)(CO4)OC(=O)C)OC)C)OC. Drug 2: CS(=O)(=O)CCNCC1=CC=C(O1)C2=CC3=C(C=C2)N=CN=C3NC4=CC(=C(C=C4)OCC5=CC(=CC=C5)F)Cl. Cell line: SK-MEL-28. Synergy scores: CSS=31.7, Synergy_ZIP=5.04, Synergy_Bliss=5.57, Synergy_Loewe=-12.0, Synergy_HSA=3.73. (4) Drug 1: CC1=C2C(C(=O)C3(C(CC4C(C3C(C(C2(C)C)(CC1OC(=O)C(C(C5=CC=CC=C5)NC(=O)OC(C)(C)C)O)O)OC(=O)C6=CC=CC=C6)(CO4)OC(=O)C)O)C)O. Drug 2: CC1CCCC2(C(O2)CC(NC(=O)CC(C(C(=O)C(C1O)C)(C)C)O)C(=CC3=CSC(=N3)C)C)C. Cell line: NCI/ADR-RES. Synergy scores: CSS=14.7, Synergy_ZIP=-4.10, Synergy_Bliss=-3.90, Synergy_Loewe=3.93, Synergy_HSA=-0.589. (5) Drug 1: C1=NC2=C(N=C(N=C2N1C3C(C(C(O3)CO)O)O)F)N. Drug 2: C1CN1C2=NC(=NC(=N2)N3CC3)N4CC4. Cell line: NCI-H226. Synergy scores: CSS=6.28, Synergy_ZIP=-2.63, Synergy_Bliss=-0.890, Synergy_Loewe=-1.11, Synergy_HSA=0.220. (6) Drug 1: CNC(=O)C1=NC=CC(=C1)OC2=CC=C(C=C2)NC(=O)NC3=CC(=C(C=C3)Cl)C(F)(F)F. Drug 2: C#CCC(CC1=CN=C2C(=N1)C(=NC(=N2)N)N)C3=CC=C(C=C3)C(=O)NC(CCC(=O)O)C(=O)O. Cell line: NCI-H226. Synergy scores: CSS=-4.98, Synergy_ZIP=1.29, Synergy_Bliss=-1.61, Synergy_Loewe=-8.03, Synergy_HSA=-5.64. (7) Drug 1: C1CCC(CC1)NC(=O)N(CCCl)N=O. Drug 2: CC1=C(C(=CC=C1)Cl)NC(=O)C2=CN=C(S2)NC3=CC(=NC(=N3)C)N4CCN(CC4)CCO. Cell line: CAKI-1. Synergy scores: CSS=72.3, Synergy_ZIP=-1.78, Synergy_Bliss=1.30, Synergy_Loewe=4.30, Synergy_HSA=7.30.